From a dataset of Catalyst prediction with 721,799 reactions and 888 catalyst types from USPTO. Predict which catalyst facilitates the given reaction. (1) Reactant: [O:1]=[C:2]1[CH:7]([N:8]2[C:16](=[O:17])[C:15]3[C:14](C(O)=O)=[CH:13][C:12]([O:21][CH3:22])=[CH:11][C:10]=3[C:9]2=[O:23])[CH2:6][CH2:5][C:4](=[O:24])[NH:3]1.[N-:25]=[N+]=[N-].C1C=CC(P(N=[N+]=[N-])(C2C=CC=CC=2)=O)=CC=1. Product: [NH2:25][C:14]1[CH:13]=[C:12]([O:21][CH3:22])[CH:11]=[C:10]2[C:15]=1[C:16](=[O:17])[N:8]([CH:7]1[CH2:6][CH2:5][C:4](=[O:24])[NH:3][C:2]1=[O:1])[C:9]2=[O:23]. The catalyst class is: 66. (2) Reactant: [NH:1]1[CH:5]=[N:4][C:3]([S:6][CH2:7][CH2:8][O:9][C:10]2[CH:11]=[C:12]([CH2:16][NH2:17])[CH:13]=[CH:14][CH:15]=2)=[N:2]1.[C:18]([C:20]1[CH:21]=[C:22]2[C:27](=[CH:28][CH:29]=1)[N:26]=[C:25]([C:30](OCC)=[O:31])[NH:24][C:23]2=[O:35])#[N:19].C(N(C(C)C)CC)(C)C. Product: [C:18]([C:20]1[CH:21]=[C:22]2[C:27](=[CH:28][CH:29]=1)[N:26]=[C:25]([C:30]([NH:17][CH2:16][C:12]1[CH:13]=[CH:14][CH:15]=[C:10]([O:9][CH2:8][CH2:7][S:6][C:3]3[N:4]=[CH:5][NH:1][N:2]=3)[CH:11]=1)=[O:31])[NH:24][C:23]2=[O:35])#[N:19]. The catalyst class is: 8. (3) Reactant: [CH3:1][O:2][C:3]1[CH:11]=[CH:10][CH:9]=[C:8]2[C:4]=1[CH:5]=[CH:6][NH:7]2.[H-].[Na+].I[CH3:15]. Product: [CH3:1][O:2][C:3]1[CH:11]=[CH:10][CH:9]=[C:8]2[C:4]=1[CH:5]=[CH:6][N:7]2[CH3:15]. The catalyst class is: 1. (4) Reactant: [C:1]1([C:7](=[C:21]2[CH2:26][C:25]([CH3:28])([CH3:27])[CH2:24][C:23]([CH3:30])([CH3:29])[CH2:22]2)[C:8]2[CH:13]=[CH:12][C:11](/[CH:14]=[CH:15]/[C:16]([O:18]CC)=[O:17])=[CH:10][CH:9]=2)[CH:6]=[CH:5][CH:4]=[CH:3][CH:2]=1.C1COCC1.CCO.[OH-].[Na+]. Product: [C:1]1([C:7](=[C:21]2[CH2:22][C:23]([CH3:30])([CH3:29])[CH2:24][C:25]([CH3:28])([CH3:27])[CH2:26]2)[C:8]2[CH:9]=[CH:10][C:11](/[CH:14]=[CH:15]/[C:16]([OH:18])=[O:17])=[CH:12][CH:13]=2)[CH:2]=[CH:3][CH:4]=[CH:5][CH:6]=1. The catalyst class is: 818. (5) Reactant: [C:1]1([C:7](O)([CH3:9])[CH3:8])[CH:6]=[CH:5][CH:4]=[CH:3][CH:2]=1.[CH2:11]([O:13][C:14](=[O:22])[C:15]([O:17][Si](C)(C)C)=[CH2:16])[CH3:12].[Sn](Cl)(Cl)(Cl)Cl.C(=O)([O-])[O-].[K+].[K+]. Product: [CH2:11]([O:13][C:14](=[O:22])[C:15](=[O:16])[CH2:17][C:7]([CH3:9])([C:1]1[CH:6]=[CH:5][CH:4]=[CH:3][CH:2]=1)[CH3:8])[CH3:12]. The catalyst class is: 2. (6) Reactant: F[C:2]1[CH:7]=[CH:6][N:5]=[C:4]([C:8]([NH:10][C:11]2[CH:12]=[N:13][CH:14]=[C:15]([O:17][C:18]3[CH:19]=[N:20][CH:21]=[N:22][CH:23]=3)[CH:16]=2)=[O:9])[CH:3]=1.[CH3:24][OH:25]. Product: [CH3:24][O:25][C:2]1[CH:7]=[CH:6][N:5]=[C:4]([C:8]([NH:10][C:11]2[CH:12]=[N:13][CH:14]=[C:15]([O:17][C:18]3[CH:19]=[N:20][CH:21]=[N:22][CH:23]=3)[CH:16]=2)=[O:9])[CH:3]=1. The catalyst class is: 33. (7) Reactant: [C:1]([NH:4][C:5]1[C:14]([O:15][CH2:16][CH:17]2[CH2:19][CH2:18]2)=[C:13]([O:20][CH3:21])[CH:12]=[CH:11][C:6]=1[C:7](OC)=[O:8])(=[O:3])[CH3:2].C[Si]([N-][Si](C)(C)C)(C)C.[Na+]. Product: [CH:17]1([CH2:16][O:15][C:14]2[C:13]([O:20][CH3:21])=[CH:12][CH:11]=[C:6]3[C:5]=2[NH:4][C:1](=[O:3])[CH:2]=[C:7]3[OH:8])[CH2:19][CH2:18]1. The catalyst class is: 7. (8) Reactant: [F:1][C:2]1[CH:7]=[C:6]([O:8][CH2:9][C:10]2[S:14][C:13]([C:15]3[CH:20]=[CH:19][C:18]([C:21]([F:24])([F:23])[F:22])=[CH:17][CH:16]=3)=[N:12][C:11]=2[CH2:25][OH:26])[CH:5]=[CH:4][C:3]=1[C:27]1[NH:31][C:30](=[O:32])[O:29][N:28]=1. Product: [F:1][C:2]1[CH:7]=[C:6]([CH:5]=[CH:4][C:3]=1[C:27]1[NH:31][C:30](=[O:32])[O:29][N:28]=1)[O:8][CH2:9][C:10]1[S:14][C:13]([C:15]2[CH:20]=[CH:19][C:18]([C:21]([F:22])([F:23])[F:24])=[CH:17][CH:16]=2)=[N:12][C:11]=1[CH:25]=[O:26]. The catalyst class is: 428. (9) Reactant: [N:1]1([C:7]2[N:12]=[C:11]([CH2:13][CH2:14][NH2:15])[CH:10]=[CH:9][CH:8]=2)[CH2:6][CH2:5][CH2:4][CH2:3][CH2:2]1.[CH2:16]([C:18]1[C:26]2[C:21](=[CH:22][CH:23]=[C:24]([N+:27]([O-:29])=[O:28])[CH:25]=2)[NH:20][C:19]=1[C:30](O)=[O:31])[CH3:17].C(N=C=NCCCN(C)C)C.N1(O)C2C=CC=CC=2N=N1.C(N(C(C)C)C(C)C)C. Product: [CH2:16]([C:18]1[C:26]2[C:21](=[CH:22][CH:23]=[C:24]([N+:27]([O-:29])=[O:28])[CH:25]=2)[NH:20][C:19]=1[C:30]([NH:15][CH2:14][CH2:13][C:11]1[CH:10]=[CH:9][CH:8]=[C:7]([N:1]2[CH2:2][CH2:3][CH2:4][CH2:5][CH2:6]2)[N:12]=1)=[O:31])[CH3:17]. The catalyst class is: 179.